Task: Predict the reactants needed to synthesize the given product.. Dataset: Full USPTO retrosynthesis dataset with 1.9M reactions from patents (1976-2016) (1) Given the product [Cl:26][C:27]1[C:36]2[C:31](=[CH:32][C:33]([S:37]([N:8]([CH2:7][C:6]3[CH:5]=[CH:4][C:3]([O:2][CH3:1])=[CH:15][CH:14]=3)[C:9]3[S:10][CH:11]=[CH:12][N:13]=3)(=[O:39])=[O:38])=[CH:34][CH:35]=2)[C:30](=[O:41])[N:29]([CH2:42][C:43]2[CH:48]=[CH:47][C:46]([O:49][CH3:50])=[CH:45][CH:44]=2)[CH:28]=1, predict the reactants needed to synthesize it. The reactants are: [CH3:1][O:2][C:3]1[CH:15]=[CH:14][C:6]([CH2:7][NH:8][C:9]2[S:10][CH:11]=[CH:12][N:13]=2)=[CH:5][CH:4]=1.[Li+].C[Si]([N-][Si](C)(C)C)(C)C.[Cl:26][C:27]1[C:36]2[C:31](=[CH:32][C:33]([S:37](Cl)(=[O:39])=[O:38])=[CH:34][CH:35]=2)[C:30](=[O:41])[N:29]([CH2:42][C:43]2[CH:48]=[CH:47][C:46]([O:49][CH3:50])=[CH:45][CH:44]=2)[CH:28]=1. (2) Given the product [ClH:69].[NH2:1][C:2]1[N:7]=[CH:6][N:5]=[C:4]2[N:8]([CH:19]([C:21]3[O:22][C:23](=[O:39])[C:24]4[C:29]([C:30]=3[C:31]3[CH:38]=[CH:37][CH:36]=[C:33]([CH2:34][N:45]([CH3:46])[CH3:44])[CH:32]=3)=[CH:28][CH:27]=[CH:26][CH:25]=4)[CH3:20])[N:9]=[C:10]([C:11]3[CH:16]=[C:15]([OH:17])[CH:14]=[C:13]([F:18])[CH:12]=3)[C:3]=12, predict the reactants needed to synthesize it. The reactants are: [NH2:1][C:2]1[N:7]=[CH:6][N:5]=[C:4]2[N:8]([CH:19]([C:21]3[O:22][C:23](=[O:39])[C:24]4[C:29]([C:30]=3[C:31]3[CH:32]=[C:33]([CH:36]=[CH:37][CH:38]=3)[CH:34]=O)=[CH:28][CH:27]=[CH:26][CH:25]=4)[CH3:20])[N:9]=[C:10]([C:11]3[CH:16]=[C:15]([OH:17])[CH:14]=[C:13]([F:18])[CH:12]=3)[C:3]=12.CC(O)=O.[CH3:44][NH:45][CH3:46].[O-]S([O-])(=O)=O.[Na+].[Na+].[BH-](OC(C)=O)(OC(C)=O)OC(C)=O.[Na+].C(Cl)[Cl:69]. (3) Given the product [CH3:1][O:2][C:3]1[CH:8]=[CH:7][C:6]([C:9](=[O:44])[CH2:10][CH2:11][CH2:12][N:13]2[CH2:43][CH2:42][C:16]3([N:20]([C:21]4[CH:26]=[CH:25][CH:24]=[CH:23][CH:22]=4)[CH2:19][N:18]([CH2:27][C:28]4[CH:29]=[C:30]([CH:38]=[CH:39][CH:40]=4)[C:31]([OH:33])=[O:32])[C:17]3=[O:41])[CH2:15][CH2:14]2)=[CH:5][CH:4]=1, predict the reactants needed to synthesize it. The reactants are: [CH3:1][O:2][C:3]1[CH:8]=[CH:7][C:6]([C:9](=[O:44])[CH2:10][CH2:11][CH2:12][N:13]2[CH2:43][CH2:42][C:16]3([N:20]([C:21]4[CH:26]=[CH:25][CH:24]=[CH:23][CH:22]=4)[CH2:19][N:18]([CH2:27][C:28]4[CH:29]=[C:30]([CH:38]=[CH:39][CH:40]=4)[C:31]([O:33]C(C)(C)C)=[O:32])[C:17]3=[O:41])[CH2:15][CH2:14]2)=[CH:5][CH:4]=1. (4) Given the product [CH2:11]([O:10][C:8]([C:4]1[NH:5][CH:6]=[C:7]2[CH:27]([C:25]3[O:26][C:22]([S:21][C:19]4[NH:18][C:17]5[CH:29]=[CH:30][C:14]([CH3:13])=[CH:15][C:16]=5[N:20]=4)=[CH:23][CH:24]=3)[C:32]3[C:33](=[O:37])[CH2:34][CH2:35][CH2:36][C:31]=3[NH:2][C:3]=12)=[O:9])[CH3:12], predict the reactants needed to synthesize it. The reactants are: Cl.[NH2:2][C:3]1[CH:7]=[CH:6][NH:5][C:4]=1[C:8]([O:10][CH2:11][CH3:12])=[O:9].[CH3:13][C:14]1[CH:30]=[CH:29][C:17]2[NH:18][C:19]([S:21][C:22]3[O:26][C:25]([CH:27]=O)=[CH:24][CH:23]=3)=[N:20][C:16]=2[CH:15]=1.[C:31]1(=O)[CH2:36][CH2:35][CH2:34][C:33](=[O:37])[CH2:32]1.C(N(CC)C(C)C)(C)C. (5) Given the product [CH2:21]([O:28][C:29]1[CH:30]=[CH:31][C:32]([CH2:33][CH2:8][C:7](=[O:9])[CH2:6][C:3](=[O:5])[CH3:4])=[CH:35][CH:36]=1)[C:22]1[CH:23]=[CH:24][CH:25]=[CH:26][CH:27]=1, predict the reactants needed to synthesize it. The reactants are: [H-].[Na+].[C:3]([CH2:6][C:7](=[O:9])[CH3:8])(=[O:5])[CH3:4].CCCCCC.C([Li])CCC.[CH2:21]([O:28][C:29]1[CH:36]=[CH:35][C:32]([CH2:33]I)=[CH:31][CH:30]=1)[C:22]1[CH:27]=[CH:26][CH:25]=[CH:24][CH:23]=1.Cl. (6) Given the product [F:1][CH:2]([CH2:13][CH2:14][C:15]1[N:16]=[N:17][C:18]([NH:42][C:40](=[O:41])[CH2:39][C:35]2[CH:34]=[C:33]([O:32][CH2:31][C:30]([F:29])([F:43])[F:44])[CH:38]=[CH:37][N:36]=2)=[CH:19][CH:20]=1)[CH2:3][N:4]1[CH:8]=[C:7]([C:9]([NH:11][CH3:12])=[O:10])[N:6]=[N:5]1, predict the reactants needed to synthesize it. The reactants are: [F:1][CH:2]([CH2:13][CH2:14][C:15]1[N:16]=[N:17][C:18](I)=[CH:19][CH:20]=1)[CH2:3][N:4]1[CH:8]=[C:7]([C:9]([NH:11][CH3:12])=[O:10])[N:6]=[N:5]1.FC(F)(F)C(O)=O.[F:29][C:30]([F:44])([F:43])[CH2:31][O:32][C:33]1[CH:38]=[CH:37][N:36]=[C:35]([CH2:39][C:40]([NH2:42])=[O:41])[CH:34]=1.C([O-])([O-])=O.[Cs+].[Cs+].CC1(C)C2C(=C(P(C3C=CC=CC=3)C3C=CC=CC=3)C=CC=2)OC2C(P(C3C=CC=CC=3)C3C=CC=CC=3)=CC=CC1=2. (7) Given the product [OH:8][N:9]1[C:15](=[O:16])[N:14]2[CH2:17][C@H:10]1[CH2:11][CH2:12][C@H:13]2[C:18]([NH:20][NH:21][C:22](=[O:26])[CH2:23][O:24][CH3:25])=[O:19], predict the reactants needed to synthesize it. The reactants are: C([O:8][N:9]1[C:15](=[O:16])[N:14]2[CH2:17][C@H:10]1[CH2:11][CH2:12][C@H:13]2[C:18]([NH:20][NH:21][C:22](=[O:26])[CH2:23][O:24][CH3:25])=[O:19])C1C=CC=CC=1. (8) Given the product [C:23]([N:26]1[CH2:31][CH2:30][N:29]([CH2:17][C:2]2[CH:3]=[CH:4][C:5]([B:8]([OH:9])[OH:12])=[CH:6][CH:7]=2)[CH2:28][CH2:27]1)(=[O:25])[CH3:24], predict the reactants needed to synthesize it. The reactants are: Br[C:2]1[CH:7]=[CH:6][C:5]([B:8]2[O:12]C(C)(C)C(C)(C)[O:9]2)=[CH:4][CH:3]=1.[C:17](=O)([O-])[O-].[K+].[K+].[C:23]([N:26]1[CH2:31][CH2:30][NH:29][CH2:28][CH2:27]1)(=[O:25])[CH3:24]. (9) Given the product [CH3:37][O:36][C:34](=[O:35])[C:31]#[C:30][N:17]([C:16]([O:15][C:11]([CH3:14])([CH3:13])[CH3:12])=[O:32])[C:18]1[CH:19]=[CH:20][C:21]([N:24]2[CH2:25][CH2:26][O:27][CH2:28][CH2:29]2)=[CH:22][CH:23]=1, predict the reactants needed to synthesize it. The reactants are: [Li+].C[Si]([N-][Si](C)(C)C)(C)C.[C:11]([O:15][C:16](=[O:32])[N:17]([C:30]#[CH:31])[C:18]1[CH:23]=[CH:22][C:21]([N:24]2[CH2:29][CH2:28][O:27][CH2:26][CH2:25]2)=[CH:20][CH:19]=1)([CH3:14])([CH3:13])[CH3:12].Cl[C:34]([O:36][CH3:37])=[O:35].[NH4+].[Cl-]. (10) Given the product [O:28]=[C:22]1[CH2:21][C:20]2[C:24](=[CH:25][CH:26]=[CH:27][C:19]=2[C@H:7]2[CH2:8][CH2:9][CH2:10][N:6]2[C:11]([O:13][C:14]([CH3:17])([CH3:16])[CH3:15])=[O:12])[NH:23]1, predict the reactants needed to synthesize it. The reactants are: C([Li])(CC)C.[N:6]1([C:11]([O:13][C:14]([CH3:17])([CH3:16])[CH3:15])=[O:12])[CH2:10][CH2:9][CH2:8][CH2:7]1.Br[C:19]1[CH:27]=[CH:26][CH:25]=[C:24]2[C:20]=1[CH2:21][C:22](=[O:28])[NH:23]2.F[B-](F)(F)F.C(P(C(C)(C)C)C(C)(C)C)(C)(C)C.